Dataset: Reaction yield outcomes from USPTO patents with 853,638 reactions. Task: Predict the reaction yield, written as a fraction of the theoretical maximum amount of product (1.0 means a 100% yield; for example, 0.34 means a 34% yield). (1) The reactants are [F:1][C:2]1[CH:7]=[C:6](I)[CH:5]=[CH:4][C:3]=1[N:9]1[CH:14]=[C:13]([O:15][CH3:16])[C:12](=[O:17])[C:11]([C:18]2[N:22]([C:23]3[CH:28]=[CH:27][CH:26]=[CH:25][CH:24]=3)[N:21]=[CH:20][CH:19]=2)=[N:10]1.[O:29]1[CH2:33][C:32](=O)[N:31]=[C-:30]1.N[C@@H]1CCCC[C@H]1N.[O-:43]P([O-])([O-])=O.[K+].[K+].[K+]. The catalyst is O1CCOCC1.[Cu]I.O. The product is [F:1][C:2]1[CH:7]=[C:6]([N:31]2[CH2:32][CH2:33][O:29][C:30]2=[O:43])[CH:5]=[CH:4][C:3]=1[N:9]1[CH:14]=[C:13]([O:15][CH3:16])[C:12](=[O:17])[C:11]([C:18]2[N:22]([C:23]3[CH:28]=[CH:27][CH:26]=[CH:25][CH:24]=3)[N:21]=[CH:20][CH:19]=2)=[N:10]1. The yield is 0.710. (2) The reactants are [Br:1][C:2]1[CH:7]=[CH:6][C:5]([O:8][CH2:9][CH2:10][C:11]#[CH:12])=[C:4]([N+:13]([O-])=O)[CH:3]=1. The product is [Br:1][C:2]1[CH:7]=[CH:6][C:5]([O:8][CH2:9][CH2:10][C:11]#[CH:12])=[C:4]([NH2:13])[CH:3]=1. The yield is 0.890. The catalyst is [Fe].O.O.O.O.O.O.[Fe](Cl)(Cl)Cl.C(O)(=O)C. (3) The reactants are O=P12OP3(OP(OP(O3)(O1)=O)(=O)O2)=O.[S:15]1[CH:19]=[CH:18][C:17]([CH2:20][CH2:21][C:22]([OH:24])=O)=[CH:16]1. The catalyst is CS(O)(=O)=O. The product is [S:15]1[CH:19]=[CH:18][C:17]2[CH2:20][CH2:21][C:22](=[O:24])[C:16]1=2. The yield is 0.300. (4) The reactants are C(Br)(Br)(Br)[Br:2].[OH-].[Na+].[C:8]([O:12][P:13]([O-:19])[O:14][C:15]([CH3:18])([CH3:17])[CH3:16])([CH3:11])([CH3:10])[CH3:9].P([O-])([O-])[O-]. The catalyst is [Cl-].C([N+](CC)(CC)CC)C1C=CC=CC=1.ClCCl. The product is [P:13]([Br:2])(=[O:19])([O:12][C:8]([CH3:11])([CH3:10])[CH3:9])[O:14][C:15]([CH3:18])([CH3:17])[CH3:16]. The yield is 0.860. (5) The reactants are [NH2:1][C:2]1[CH:3]=[C:4]([C@:8]23[CH2:17][CH2:16][O:15][CH2:14][CH:13]2[CH2:12][S:11][C:10]([NH:18][C:19](=[O:25])[O:20][C:21]([CH3:24])([CH3:23])[CH3:22])=[N:9]3)[CH:5]=[CH:6][CH:7]=1.[Cl:26][C:27]1[CH:28]=[CH:29][C:30]([C:33](O)=[O:34])=[N:31][CH:32]=1.ON1C2C=CC=CC=2N=N1.Cl.CN(C)CCCN=C=NCC. The catalyst is C(Cl)Cl.CN(C=O)C.O.[OH-].[Na+]. The product is [Cl:26][C:27]1[CH:28]=[CH:29][C:30]([C:33]([NH:1][C:2]2[CH:3]=[C:4]([C@:8]34[CH2:17][CH2:16][O:15][CH2:14][CH:13]3[CH2:12][S:11][C:10]([NH:18][C:19](=[O:25])[O:20][C:21]([CH3:22])([CH3:24])[CH3:23])=[N:9]4)[CH:5]=[CH:6][CH:7]=2)=[O:34])=[N:31][CH:32]=1. The yield is 0.850.